Dataset: Forward reaction prediction with 1.9M reactions from USPTO patents (1976-2016). Task: Predict the product of the given reaction. (1) Given the reactants [C:1]1([C:7]2[C:11](=[O:12])[C:10]([C:13]3[CH:18]=[CH:17][CH:16]=[CH:15][CH:14]=3)=[C:9]([C:19]3[CH:24]=[CH:23][CH:22]=[CH:21][CH:20]=3)[C:8]=2[C:25]2[CH:30]=[CH:29][CH:28]=[CH:27][CH:26]=2)[CH:6]=[CH:5][CH:4]=[CH:3][CH:2]=1.[CH:31]([C:33]1[CH:38]=[CH:37][C:36]([Mg]Br)=[CH:35][CH:34]=1)=[CH2:32], predict the reaction product. The product is: [C:13]1([C:10]2[C:11]([C:36]3[CH:37]=[CH:38][C:33]([CH:31]=[CH2:32])=[CH:34][CH:35]=3)([OH:12])[C:7]([C:1]3[CH:6]=[CH:5][CH:4]=[CH:3][CH:2]=3)=[C:8]([C:25]3[CH:30]=[CH:29][CH:28]=[CH:27][CH:26]=3)[C:9]=2[C:19]2[CH:20]=[CH:21][CH:22]=[CH:23][CH:24]=2)[CH:18]=[CH:17][CH:16]=[CH:15][CH:14]=1. (2) Given the reactants [Cl:1][C:2]1[CH:3]=[N:4][CH:5]=[C:6](Cl)[C:7]=1[CH:8]=[O:9].O.[SH-:12].[Na+].[BH4-].[Na+], predict the reaction product. The product is: [Cl:1][C:2]1[CH:3]=[N:4][CH:5]=[C:6]([SH:12])[C:7]=1[CH2:8][OH:9].